This data is from Full USPTO retrosynthesis dataset with 1.9M reactions from patents (1976-2016). The task is: Predict the reactants needed to synthesize the given product. Given the product [ClH:13].[CH3:1][N:2]([C:3]1[CH:11]=[C:10]2[C:6]([C:7]([CH3:12])=[N:8][NH:9]2)=[CH:5][CH:4]=1)[C:18]1[N:17]=[C:16]([NH:20][C:21]2[CH:26]=[CH:25][CH:24]=[C:23]([CH2:27][S:28]([CH3:31])(=[O:29])=[O:30])[CH:22]=2)[N:15]=[CH:14][N:19]=1, predict the reactants needed to synthesize it. The reactants are: [CH3:1][NH:2][C:3]1[CH:11]=[C:10]2[C:6]([C:7]([CH3:12])=[N:8][NH:9]2)=[CH:5][CH:4]=1.[Cl:13][C:14]1[N:19]=[CH:18][N:17]=[C:16]([NH:20][C:21]2[CH:26]=[CH:25][CH:24]=[C:23]([CH2:27][S:28]([CH3:31])(=[O:30])=[O:29])[CH:22]=2)[N:15]=1.